Predict the reaction yield, written as a fraction of the theoretical maximum amount of product (1.0 means a 100% yield; for example, 0.34 means a 34% yield). From a dataset of Reaction yield outcomes from USPTO patents with 853,638 reactions. The reactants are C(OC([CH:8]([CH2:12][S:13][C:14]1[CH:19]=[CH:18][CH:17]=[CH:16][C:15]=1[OH:20])[CH:9](N)O)=O)(C)(C)C.C1(P([C:34]2[CH:39]=[CH:38]C=CC=2)C2C=CC=CC=2)C=CC=CC=1.[N:41]([C:42]([O:44]CC)=[O:43])=[N:41][C:42]([O:44]CC)=[O:43].O1CCC[CH2:53]1. No catalyst specified. The product is [C:39]([O:44][C:42]([NH:41][C@H:8]1[CH2:12][S:13][C:14]2[CH:19]=[CH:18][CH:17]=[CH:16][C:15]=2[O:20][CH2:9]1)=[O:43])([CH3:38])([CH3:34])[CH3:53]. The yield is 0.830.